Dataset: Reaction yield outcomes from USPTO patents with 853,638 reactions. Task: Predict the reaction yield, written as a fraction of the theoretical maximum amount of product (1.0 means a 100% yield; for example, 0.34 means a 34% yield). (1) The reactants are [Cl:1][C:2]1[CH:3]=[CH:4][C:5]([NH:10][C:11]2[C:16]([Cl:17])=[CH:15][N:14]=[C:13](Cl)[CH:12]=2)=[C:6]([CH:9]=1)[C:7]#[N:8].[CH3:19][C:20]1[CH:24]=[C:23]([NH2:25])[N:22]([CH:26]([CH3:28])[CH3:27])[N:21]=1.C(=O)([O-])[O-].[Cs+].[Cs+].C1C=CC(P(C2C(OC3C(P(C4C=CC=CC=4)C4C=CC=CC=4)=CC=CC=3)=CC=CC=2)C2C=CC=CC=2)=CC=1. The catalyst is O1CCOCC1.C([O-])(=O)C.[Pd+2].C([O-])(=O)C. The product is [Cl:1][C:2]1[CH:3]=[CH:4][C:5]([NH:10][C:11]2[C:16]([Cl:17])=[CH:15][N:14]=[C:13]([NH:25][C:23]3[N:22]([CH:26]([CH3:28])[CH3:27])[N:21]=[C:20]([CH3:19])[CH:24]=3)[CH:12]=2)=[C:6]([CH:9]=1)[C:7]#[N:8]. The yield is 0.351. (2) The reactants are Cl[CH:2]([O:6][C:7]([NH:9][CH2:10][C:11]1([CH2:17][C:18]([OH:20])=[O:19])[CH2:16][CH2:15][CH2:14][CH2:13][CH2:12]1)=[O:8])[CH:3]([CH3:5])[CH3:4].N12CCCN=C1CCCCC2.[C:32]([OH:40])(=[O:39])[C:33]1[CH:38]=[CH:37][CH:36]=[N:35][CH:34]=1. The catalyst is CC(C)=O. The product is [C:32]([O:40][CH:2]([O:6][C:7]([NH:9][CH2:10][C:11]1([CH2:17][C:18]([OH:20])=[O:19])[CH2:16][CH2:15][CH2:14][CH2:13][CH2:12]1)=[O:8])[CH:3]([CH3:5])[CH3:4])(=[O:39])[C:33]1[CH:38]=[CH:37][CH:36]=[N:35][CH:34]=1. The yield is 0.140. (3) The product is [F:8][C:3]1[CH:4]=[CH:5][CH:6]=[CH:7][C:2]=1[C:17](=[O:27])[CH2:18][O:19][CH:20]([CH:25]=[CH2:26])[C:21]([F:23])([F:22])[F:24]. The reactants are Br[C:2]1[CH:7]=[CH:6][CH:5]=[CH:4][C:3]=1[F:8].C([Li])CCC.CON(C)[C:17](=[O:27])[CH2:18][O:19][CH:20]([CH:25]=[CH2:26])[C:21]([F:24])([F:23])[F:22]. The yield is 0.800. The catalyst is C1COCC1. (4) The reactants are [NH2:1][C:2]1[C:11]2[C:6](=[C:7](Br)[CH:8]=[CH:9][CH:10]=2)[N:5]=[N:4][C:3]=1[C:13]([NH:15][CH2:16][CH2:17][CH3:18])=[O:14].[F:19][C:20]([F:35])([F:34])[C:21]1[CH:22]=[C:23](B(O)O)[CH:24]=[C:25]([C:27]([F:30])([F:29])[F:28])[CH:26]=1. No catalyst specified. The product is [NH2:1][C:2]1[C:11]2[C:6](=[C:7]([C:23]3[CH:24]=[C:25]([C:27]([F:30])([F:28])[F:29])[CH:26]=[C:21]([C:20]([F:19])([F:35])[F:34])[CH:22]=3)[CH:8]=[CH:9][CH:10]=2)[N:5]=[N:4][C:3]=1[C:13]([NH:15][CH2:16][CH2:17][CH3:18])=[O:14]. The yield is 0.940. (5) The reactants are FC(F)(F)C(O)=O.[NH2:8][C:9]1[C:18]2[C:13](=[CH:14][C:15]([O:19][CH:20]([C:31]3[CH:36]=[CH:35][C:34]([O:37][CH3:38])=[C:33]([O:39][CH3:40])[CH:32]=3)[C:21]([O:23]CC3C=CC=CC=3)=[O:22])=[CH:16][CH:17]=2)[CH:12]=[CH:11][N:10]=1. The catalyst is C1COCC1.[Pd]. The product is [NH2:8][C:9]1[C:18]2[C:13](=[CH:14][C:15]([O:19][CH:20]([C:31]3[CH:36]=[CH:35][C:34]([O:37][CH3:38])=[C:33]([O:39][CH3:40])[CH:32]=3)[C:21]([OH:23])=[O:22])=[CH:16][CH:17]=2)[CH:12]=[CH:11][N:10]=1. The yield is 0.100. (6) The reactants are [F:1][C:2]1[CH:3]=[C:4]([CH:8]=[CH:9][C:10]=1[C:11]1[CH:16]=[CH:15][C:14]([O:17][CH2:18][CH:19]2[CH2:24][CH2:23][N:22]([CH2:25][C:26]([F:29])([CH3:28])[CH3:27])[CH2:21][CH2:20]2)=[CH:13][N:12]=1)[C:5](O)=[O:6].[NH:30]1[CH2:34][CH2:33][CH2:32][C@@H:31]1[CH2:35][OH:36].F[P-](F)(F)(F)(F)F.[N:44]1(O[P+](N(C)C)(N(C)C)N(C)C)C2C=CC=CC=2N=N1.O. The catalyst is CN(C=O)C. The product is [F:1][C:2]1[CH:3]=[C:4]([CH:8]=[CH:9][C:10]=1[C:11]1[CH:16]=[CH:15][C:14]([O:17][CH2:18][CH:19]2[CH2:20][CH2:21][N:22]([CH2:25][C:26]([F:29])([CH3:27])[CH3:28])[CH2:23][CH2:24]2)=[CH:13][N:12]=1)[C:5]([N:30]1[CH2:34][CH2:33][CH2:32][C@H:31]1[C:35]([NH2:44])=[O:36])=[O:6]. The yield is 0.400. (7) The reactants are [Br-].[Li+].C[O:4][C:5](=[O:19])[CH:6]([CH2:15][CH:16]([CH3:18])[CH3:17])[CH2:7][C:8]([O:10][C:11]([CH3:14])([CH3:13])[CH3:12])=[O:9]. The catalyst is CC(C)=O. The product is [C:11]([O:10][C:8](=[O:9])[CH2:7][CH:6]([CH2:15][CH:16]([CH3:17])[CH3:18])[C:5]([OH:19])=[O:4])([CH3:14])([CH3:13])[CH3:12]. The yield is 0.970.